This data is from Catalyst prediction with 721,799 reactions and 888 catalyst types from USPTO. The task is: Predict which catalyst facilitates the given reaction. (1) Product: [ClH:1].[N:30]1([C:2]2[N:7]=[CH:6][C:5]([C:8]([N:10]3[CH2:15][CH2:14][N:13]([S:16]([C:19]4[CH:24]=[CH:23][C:22]([C:25]([F:28])([F:27])[F:26])=[CH:21][CH:20]=4)(=[O:18])=[O:17])[CH2:12][C@@H:11]3[CH3:29])=[O:9])=[CH:4][CH:3]=2)[CH2:33][CH2:32][CH2:31]1. Reactant: [Cl:1][C:2]1[N:7]=[CH:6][C:5]([C:8]([N:10]2[CH2:15][CH2:14][N:13]([S:16]([C:19]3[CH:24]=[CH:23][C:22]([C:25]([F:28])([F:27])[F:26])=[CH:21][CH:20]=3)(=[O:18])=[O:17])[CH2:12][C@@H:11]2[CH3:29])=[O:9])=[CH:4][CH:3]=1.[NH:30]1[CH2:33][CH2:32][CH2:31]1. The catalyst class is: 32. (2) Reactant: [Br:1][C:2]1[C:3]([C@@H:9]([NH:19][C:20](=[O:26])[O:21][C:22]([CH3:25])([CH3:24])[CH3:23])[CH2:10][C:11]2[CH:16]=[C:15]([F:17])[CH:14]=[C:13]([F:18])[CH:12]=2)=[N:4][C:5](Br)=[CH:6][CH:7]=1.[CH3:27][CH:28]([CH3:32])[C:29]#[C:30]O.C(N(CC)CC)C.C1C[O:43]CC1. Product: [Br:1][C:2]1[C:3]([C@@H:9]([NH:19][C:20](=[O:26])[O:21][C:22]([CH3:25])([CH3:24])[CH3:23])[CH2:10][C:11]2[CH:16]=[C:15]([F:17])[CH:14]=[C:13]([F:18])[CH:12]=2)=[N:4][C:5]([C:30]#[C:29][C:28]([OH:43])([CH3:32])[CH3:27])=[CH:6][CH:7]=1. The catalyst class is: 724.